Dataset: Full USPTO retrosynthesis dataset with 1.9M reactions from patents (1976-2016). Task: Predict the reactants needed to synthesize the given product. (1) Given the product [CH2:1]([O:8][C:9](=[O:19])[NH:10][C:11]1[CH:16]=[CH:15][C:14]([F:17])=[C:13]([CH:27]=[O:28])[C:12]=1[F:18])[C:2]1[CH:3]=[CH:4][CH:5]=[CH:6][CH:7]=1, predict the reactants needed to synthesize it. The reactants are: [CH2:1]([O:8][C:9](=[O:19])[NH:10][C:11]1[CH:16]=[CH:15][C:14]([F:17])=[CH:13][C:12]=1[F:18])[C:2]1[CH:7]=[CH:6][CH:5]=[CH:4][CH:3]=1.C([Li])CCC.CN(C)[CH:27]=[O:28].O. (2) Given the product [OH:2][C:3]1[CH:4]=[C:5]([C:9]2[CH:10]=[C:11]3[N:16]([CH:17]=2)[CH:15]=[CH:14][CH:13]=[CH:12]3)[CH:6]=[CH:7][CH:8]=1, predict the reactants needed to synthesize it. The reactants are: C[O:2][C:3]1[CH:4]=[C:5]([C:9]2[CH:10]=[C:11]3[N:16]([CH:17]=2)[CH:15]=[CH:14][CH:13]=[CH:12]3)[CH:6]=[CH:7][CH:8]=1.C([S-])C.[Na+]. (3) Given the product [C:1]([O:4][CH:5]1[CH2:9][CH2:8][CH2:7][C:6]1([C:13]#[CH:14])[OH:10])(=[O:3])[CH3:2], predict the reactants needed to synthesize it. The reactants are: [C:1]([O:4][CH:5]1[CH2:9][CH2:8][CH2:7][C:6]1=[O:10])(=[O:3])[CH3:2].Br[Mg][C:13]#[CH:14]. (4) Given the product [F:1][C:2]1[S:6][C:5]([NH:7][C:8]([C:10]2[CH:14]=[C:13]([CH:15]3[CH2:19][CH2:18][CH2:17][N:16]3[C:20](=[O:24])[C@@H:21]([NH:23][C:27]([NH2:28])=[O:26])[CH3:22])[S:12][C:11]=2[CH3:25])=[O:9])=[N:4][CH:3]=1, predict the reactants needed to synthesize it. The reactants are: [F:1][C:2]1[S:6][C:5]([NH:7][C:8]([C:10]2[CH:14]=[C:13]([CH:15]3[CH2:19][CH2:18][CH2:17][N:16]3[C:20](=[O:24])[C@@H:21]([NH2:23])[CH3:22])[S:12][C:11]=2[CH3:25])=[O:9])=[N:4][CH:3]=1.[O-:26][C:27]#[N:28].[K+].C(O)(=O)C.C(=O)([O-])O.[Na+]. (5) Given the product [CH2:6]([O:5][C:3](=[O:4])[CH2:2][O:15][N:16]1[C:25](=[O:26])[C:24]2[C:19](=[CH:20][CH:21]=[C:22]([C:27]([C:29]3[N:37]4[C:32]([CH:33]=[CH:34][CH:35]=[CH:36]4)=[C:31]([O:38][CH3:39])[C:30]=3[CH3:40])=[O:28])[CH:23]=2)[NH:18][C:17]1=[O:41])[CH3:7], predict the reactants needed to synthesize it. The reactants are: Br[CH2:2][C:3]([O:5][CH2:6][CH3:7])=[O:4].C(N(CC)CC)C.[OH:15][N:16]1[C:25](=[O:26])[C:24]2[C:19](=[CH:20][CH:21]=[C:22]([C:27]([C:29]3[N:37]4[C:32]([CH:33]=[CH:34][CH:35]=[CH:36]4)=[C:31]([O:38][CH3:39])[C:30]=3[CH3:40])=[O:28])[CH:23]=2)[NH:18][C:17]1=[O:41]. (6) Given the product [Cl:22][C:16]1[CH:17]=[C:18]([Cl:21])[CH:19]=[CH:20][C:15]=1[C:13]1[N:14]=[C:10](/[CH:9]=[CH:8]/[C:5]2[CH:6]=[CH:7][C:2]([C:29]3[CH:30]=[CH:31][C:26]([O:25][CH2:23][CH3:24])=[CH:27][CH:28]=3)=[CH:3][CH:4]=2)[NH:11][CH:12]=1, predict the reactants needed to synthesize it. The reactants are: Br[C:2]1[CH:7]=[CH:6][C:5](/[CH:8]=[CH:9]/[C:10]2[NH:11][CH:12]=[C:13]([C:15]3[CH:20]=[CH:19][C:18]([Cl:21])=[CH:17][C:16]=3[Cl:22])[N:14]=2)=[CH:4][CH:3]=1.[CH2:23]([O:25][C:26]1[CH:31]=[CH:30][C:29](B(O)O)=[CH:28][CH:27]=1)[CH3:24].